This data is from NCI-60 drug combinations with 297,098 pairs across 59 cell lines. The task is: Regression. Given two drug SMILES strings and cell line genomic features, predict the synergy score measuring deviation from expected non-interaction effect. (1) Drug 1: C1=CC=C(C=C1)NC(=O)CCCCCCC(=O)NO. Drug 2: COC1=C2C(=CC3=C1OC=C3)C=CC(=O)O2. Cell line: SK-OV-3. Synergy scores: CSS=4.63, Synergy_ZIP=-0.376, Synergy_Bliss=-1.44, Synergy_Loewe=-6.83, Synergy_HSA=-3.11. (2) Drug 1: CC1=C(C=C(C=C1)NC2=NC=CC(=N2)N(C)C3=CC4=NN(C(=C4C=C3)C)C)S(=O)(=O)N.Cl. Drug 2: C(CN)CNCCSP(=O)(O)O. Cell line: HCT-15. Synergy scores: CSS=-6.39, Synergy_ZIP=0.289, Synergy_Bliss=-6.63, Synergy_Loewe=-8.68, Synergy_HSA=-8.49.